This data is from Full USPTO retrosynthesis dataset with 1.9M reactions from patents (1976-2016). The task is: Predict the reactants needed to synthesize the given product. (1) Given the product [F:21][C:18]([F:19])([F:20])[CH2:17][O:16][C:5]1[CH:6]=[CH:7][C:8]([O:10][CH2:11][C:12]([F:13])([F:14])[F:15])=[CH:9][C:4]=1[C:2](=[O:3])[CH:1]=[CH:26][C:25]1[CH:28]=[CH:29][C:30]([C:32]([F:35])([F:34])[F:33])=[CH:31][C:24]=1[C:23]([F:22])([F:36])[F:37], predict the reactants needed to synthesize it. The reactants are: [CH3:1][C:2]([C:4]1[CH:9]=[C:8]([O:10][CH2:11][C:12]([F:15])([F:14])[F:13])[CH:7]=[CH:6][C:5]=1[O:16][CH2:17][C:18]([F:21])([F:20])[F:19])=[O:3].[F:22][C:23]([F:37])([F:36])[C:24]1[CH:31]=[C:30]([C:32]([F:35])([F:34])[F:33])[CH:29]=[CH:28][C:25]=1[CH:26]=O. (2) Given the product [CH2:21]([N:22]([CH:25]([O:28][CH3:27])[C:29]([CH3:30])([CH3:34])[CH3:35])[C:4](=[O:6])[C:3]1[C:7]([Si:12]([CH3:15])([CH3:14])[CH3:13])=[CH:8][C:9]([Br:11])=[CH:10][C:2]=1[Cl:1])[CH3:20], predict the reactants needed to synthesize it. The reactants are: [Cl:1][C:2]1[CH:10]=[C:9]([Br:11])[CH:8]=[C:7]([Si:12]([CH3:15])([CH3:14])[CH3:13])[C:3]=1[C:4]([OH:6])=O.S(Cl)(Cl)=O.[CH3:20][CH2:21][N:22]([CH2:25]C)CC.[CH3:27][OH:28].[C:29]1([CH3:35])[CH:34]=CC=C[CH:30]=1.